This data is from Forward reaction prediction with 1.9M reactions from USPTO patents (1976-2016). The task is: Predict the product of the given reaction. (1) Given the reactants [Cl:1][C:2]1[CH:7]=[CH:6][C:5]([N:8]=[C:9]2[N:13]([CH2:14][CH2:15][CH2:16][NH:17][CH2:18][CH2:19][OH:20])[C:12]([C:21]3[CH:26]=[CH:25][C:24]([F:27])=[CH:23][CH:22]=3)=[CH:11][S:10]2)=[C:4]([O:28][CH3:29])[CH:3]=1.[OH-:30].[Na+].O.C(O)(=O)[CH2:34][C:35]([CH2:40]C(O)=O)([C:37](O)=O)[OH:36].[CH2:46]([OH:48])C, predict the reaction product. The product is: [C:35]([O:36][C:46]([N:17]([CH2:16][CH2:15][CH2:14][N:13]1[C:12]([C:21]2[CH:22]=[CH:23][C:24]([F:27])=[CH:25][CH:26]=2)=[CH:11][S:10][C:9]1=[N:8][C:5]1[CH:6]=[CH:7][C:2]([Cl:1])=[CH:3][C:4]=1[O:28][CH3:29])[CH2:18][C:19]([OH:30])=[O:20])=[O:48])([CH3:34])([CH3:37])[CH3:40]. (2) Given the reactants Br[C:2]1[CH:3]=[CH:4][C:5]2[N:6]([C:8]([C:11]3[CH:16]=[CH:15][C:14]([O:17][CH3:18])=[CH:13][CH:12]=3)=[CH:9][N:10]=2)[CH:7]=1.[Cl:19][C:20]1[CH:25]=[CH:24][C:23]([N:26]2[C:30](B3OC(C)(C)C(C)(C)O3)=[CH:29][CH:28]=[N:27]2)=[CH:22][CH:21]=1, predict the reaction product. The product is: [Cl:19][C:20]1[CH:21]=[CH:22][C:23]([N:26]2[C:30]([C:2]3[CH:3]=[CH:4][C:5]4[N:6]([C:8]([C:11]5[CH:16]=[CH:15][C:14]([O:17][CH3:18])=[CH:13][CH:12]=5)=[CH:9][N:10]=4)[CH:7]=3)=[CH:29][CH:28]=[N:27]2)=[CH:24][CH:25]=1. (3) Given the reactants [C:1]([N:4]1[C:12]2[C:7](=[CH:8][CH:9]=[C:10]([C:13](OC(=O)C)([CH2:16][CH3:17])[CH2:14][CH3:15])[CH:11]=2)[CH:6]=[CH:5]1)(=[O:3])[CH3:2].[NH:22]1[C:30]2[C:25](=[CH:26][CH:27]=[CH:28][C:29]=2[NH:31][S:32]([CH3:35])(=[O:34])=[O:33])[CH:24]=[CH:23]1.C(O)(C(F)(F)F)=O, predict the reaction product. The product is: [C:1]([N:4]1[C:12]2[C:7](=[CH:8][CH:9]=[C:10]([C:13]([C:24]3[C:25]4[C:30](=[C:29]([NH:31][S:32]([CH3:35])(=[O:33])=[O:34])[CH:28]=[CH:27][CH:26]=4)[NH:22][CH:23]=3)([CH2:14][CH3:15])[CH2:16][CH3:17])[CH:11]=2)[CH:6]=[CH:5]1)(=[O:3])[CH3:2].